Dataset: Experimentally validated miRNA-target interactions with 360,000+ pairs, plus equal number of negative samples. Task: Binary Classification. Given a miRNA mature sequence and a target amino acid sequence, predict their likelihood of interaction. (1) The miRNA is mmu-miR-1258-5p with sequence UGCUGAGCUAAUUCCCUAACUG. The protein sequence of the target gene is MAGLGHPSAFGRATHAVVRAPPESLCRHALRRSQGEEVDFARAERQHELYVGVLGSKLGLQVVQLPADESLPDCVFVEDVAVVCEETALITRPGAPSRRKEVDMMKEALEKLQLNIVEMKDENATLDGGDVLFTGREFFVGLSKRTNQRGAEILADTFKDYAVSTVPVADSLHLKSFCSMAGPNLIAIGSSESAQKALKIMQQMSDHRYDKLTVPDDMAANCIYLNIPSKGHVLLHRTPEEYPESAKVYEKLKDHLLIPVSNSEMEKVDGLLTCCSVFINKKIDS. Result: 0 (no interaction). (2) The miRNA is hsa-miR-4650-5p with sequence UCAGGCCUCUUUCUACCUU. The protein sequence of the target gene is MELEGRGAGGVAGGPAAGPGRSPGESALLDGWLQRGVGRGAGGGEAGACRPPVRQDPDSGPDYEALPAGATVTTHMVAGAVAGILEHCVMYPIDCVKTRMQSLQPDPAARYRNVLEALWRIIRTEGLWRPMRGLNVTATGAGPAHALYFACYEKLKKTLSDVIHPGGNSHIANGAAGCVATLLHDAAMNPAEVVKQRMQMYNSPYHRVTDCVRAVWQNEGAGAFYRSYTTQLTMNVPFQAIHFMTYEFLQEHFNPQRRYNPSSHVLSGACAGAVAAAATTPLDVCKTLLNTQESLALNSH.... Result: 1 (interaction). (3) The miRNA is hsa-miR-1915-5p with sequence ACCUUGCCUUGCUGCCCGGGCC. The protein sequence of the target gene is MYPSNKKKKVWREEKERLLKMTLEERRKEYLRDYIPLNSILSWKEEMKGKGQNDEENTQETSQVKKSLTEKVSLYRGDITLLEVDAIVNAANASLLGGGGVDGCIHRAAGPCLLAECRNLNGCDTGHAKITCGYDLPAKYVIHTVGPIARGHINGSHKEDLANCYKSSLKLVKENNIRSVAFPCISTGIYGFPNEPAAVIALNTIKEWLAKNHHEVDRIIFCVFLEVDFKIYKKKMNEFFSVDDNNEEEEDVEMKEDSDENGPEEKQSVEEMEEQSQDADGVNTVTVPGPASEEAVEDCK.... Result: 1 (interaction).